Regression/Classification. Given a drug SMILES string, predict its absorption, distribution, metabolism, or excretion properties. Task type varies by dataset: regression for continuous measurements (e.g., permeability, clearance, half-life) or binary classification for categorical outcomes (e.g., BBB penetration, CYP inhibition). Dataset: cyp3a4_veith. From a dataset of CYP3A4 inhibition data for predicting drug metabolism from PubChem BioAssay. (1) The drug is CN(C)CCNc1ncnc2c1sc1nc(N3CCOCC3)c3c(c12)CC(C)(C)SC3. The result is 0 (non-inhibitor). (2) The compound is C[C@@H](CCC[C@@H]1SC[C@H]2NC(=O)N[C@@H]21)C(=O)O. The result is 0 (non-inhibitor). (3) The compound is COc1ccc(/C=N/NC(=O)Cc2csc(Nc3cccc(C(F)(F)F)c3)n2)c(OC)c1. The result is 1 (inhibitor).